Dataset: Peptide-MHC class I binding affinity with 185,985 pairs from IEDB/IMGT. Task: Regression. Given a peptide amino acid sequence and an MHC pseudo amino acid sequence, predict their binding affinity value. This is MHC class I binding data. (1) The peptide sequence is MLRFANPLS. The MHC is HLA-A30:01 with pseudo-sequence HLA-A30:01. The binding affinity (normalized) is 1.00. (2) The peptide sequence is QYVRSGKDHV. The MHC is HLA-A23:01 with pseudo-sequence HLA-A23:01. The binding affinity (normalized) is 0.